From a dataset of Reaction yield outcomes from USPTO patents with 853,638 reactions. Predict the reaction yield, written as a fraction of the theoretical maximum amount of product (1.0 means a 100% yield; for example, 0.34 means a 34% yield). (1) The reactants are Cl[CH:2]([CH2:8][CH2:9][C:10]1[C:11]([CH3:26])=[N:12][N:13]([CH3:25])[C:14]=1[N:15]1[C:23]2[C:18](=[CH:19][C:20]([Cl:24])=[CH:21][CH:22]=2)[CH:17]=[CH:16]1)[C:3](OCC)=[O:4].[NH2:27][C:28](N)=[S:29].C([O-])(=[O:33])C.[Na+].Cl. The catalyst is C(O)C.O. The product is [Cl:24][C:20]1[CH:19]=[C:18]2[C:23](=[CH:22][CH:21]=1)[N:15]([C:14]1[N:13]([CH3:25])[N:12]=[C:11]([CH3:26])[C:10]=1[CH2:9][CH2:8][CH:2]1[S:29][C:28](=[O:33])[NH:27][C:3]1=[O:4])[CH:16]=[CH:17]2. The yield is 0.610. (2) The reactants are [C:1]1([CH:7]2[C:16]3[C:11]4=[C:12]([CH:21]([C:24]5[CH:29]=[CH:28][CH:27]=[CH:26][CH:25]=5)[CH2:22][CH2:23][N:10]4[CH2:9][CH2:8]2)[CH:13]=[C:14]([CH2:17][C:18]([OH:20])=O)[CH:15]=3)[CH:6]=[CH:5][CH:4]=[CH:3][CH:2]=1.[CH2:30]([NH2:32])[CH3:31].CCN=C=NCCCN(C)C.Cl.C1C=CC2N(O)N=NC=2C=1. The catalyst is ClCCl. The product is [CH2:30]([NH:32][C:18](=[O:20])[CH2:17][C:14]1[CH:13]=[C:12]2[C:11]3=[C:16]([CH:7]([C:1]4[CH:6]=[CH:5][CH:4]=[CH:3][CH:2]=4)[CH2:8][CH2:9][N:10]3[CH2:23][CH2:22][CH:21]2[C:24]2[CH:25]=[CH:26][CH:27]=[CH:28][CH:29]=2)[CH:15]=1)[CH3:31]. The yield is 0.290.